The task is: Predict the product of the given reaction.. This data is from Forward reaction prediction with 1.9M reactions from USPTO patents (1976-2016). Given the reactants [F:1][C:2]1[CH:7]=[C:6]([F:8])[CH:5]=[CH:4][C:3]=1[CH2:9][C:10]([OH:12])=O.FC(C1C=CC(F)=CC=1)C[NH2:16], predict the reaction product. The product is: [F:1][C:2]1[CH:7]=[C:6]([F:8])[CH:5]=[CH:4][C:3]=1[CH2:9][C:10]([NH2:16])=[O:12].